Dataset: Forward reaction prediction with 1.9M reactions from USPTO patents (1976-2016). Task: Predict the product of the given reaction. (1) Given the reactants [CH2:1]([O:8][C:9]1[CH:14]=[CH:13][CH:12]=[C:11]([OH:15])[C:10]=1[C:16](=[O:18])[CH3:17])[C:2]1[CH:7]=[CH:6][CH:5]=[CH:4][CH:3]=1.[CH:19]([C:21]1[CH:30]=[CH:29][C:24]([C:25]([O:27]C)=[O:26])=[CH:23][CH:22]=1)=O.[OH-].[K+].Cl, predict the reaction product. The product is: [CH2:1]([O:8][C:9]1[CH:14]=[CH:13][CH:12]=[C:11]([OH:15])[C:10]=1[C:16](=[O:18])[CH:17]=[CH:19][C:21]1[CH:30]=[CH:29][C:24]([C:25]([OH:27])=[O:26])=[CH:23][CH:22]=1)[C:2]1[CH:3]=[CH:4][CH:5]=[CH:6][CH:7]=1. (2) Given the reactants O1CCCC1.[CH:6]1([C:12]2[C:20]3[C:19](=[O:21])[NH:18][C:17]([C:22]4[CH:27]=[CH:26][C:25]([NH:28][C:29](=[O:35])[N:30]([CH2:32][CH2:33]O)[CH3:31])=[CH:24][C:23]=4[O:36][CH3:37])=[N:16][C:15]=3[N:14]([CH3:38])[N:13]=2)[CH2:11][CH2:10][CH2:9][CH2:8][CH2:7]1.N(C(N(C)C)=O)=NC(N(C)C)=O, predict the reaction product. The product is: [CH:6]1([C:12]2[C:20]3[C:19](=[O:21])[NH:18][C:17]([C:22]4[CH:27]=[CH:26][C:25]([N:28]5[CH2:33][CH2:32][N:30]([CH3:31])[C:29]5=[O:35])=[CH:24][C:23]=4[O:36][CH3:37])=[N:16][C:15]=3[N:14]([CH3:38])[N:13]=2)[CH2:7][CH2:8][CH2:9][CH2:10][CH2:11]1.